Dataset: Forward reaction prediction with 1.9M reactions from USPTO patents (1976-2016). Task: Predict the product of the given reaction. Given the reactants [C:1]([C@H:4]1[CH2:6][C@@H:5]1[C:7]([O:9][CH3:10])=[O:8])(Cl)=[O:2].[Cl-].[Cl-].[Cl-].[Al+3].[Cl:15][C:16]1[C:25]2[O:24][CH2:23][CH2:22][CH2:21][C:20]=2[CH:19]=[CH:18][CH:17]=1.Cl, predict the reaction product. The product is: [Cl:15][C:16]1[C:25]2[O:24][CH2:23][CH2:22][CH2:21][C:20]=2[CH:19]=[C:18]([C:1]([C@H:4]2[CH2:6][C@@H:5]2[C:7]([O:9][CH3:10])=[O:8])=[O:2])[CH:17]=1.